The task is: Regression/Classification. Given a drug SMILES string, predict its absorption, distribution, metabolism, or excretion properties. Task type varies by dataset: regression for continuous measurements (e.g., permeability, clearance, half-life) or binary classification for categorical outcomes (e.g., BBB penetration, CYP inhibition). Dataset: cyp1a2_veith.. This data is from CYP1A2 inhibition data for predicting drug metabolism from PubChem BioAssay. (1) The drug is CCOC(=O)N/N=C1/C[C@@H](O)[C@@H](O)[C@@H]2[C@@H]3C(=O)N(CC)C(=O)[C@H]3CC[C@@H]12. The result is 0 (non-inhibitor). (2) The molecule is COCCNc1ncnc2ccc(-c3ccc(N(C)C)cc3)cc12. The result is 1 (inhibitor). (3) The compound is Cc1ccc(C2C(C(=O)c3sc(C)nc3C)=C(O)C(=O)N2CCN2CCOCC2)o1. The result is 0 (non-inhibitor). (4) The compound is CO[C@@H]1COC(=O)[C@H](COCc2ccccc2)NC(=O)C/C=C\[C@@H](C)[C@H](OC)COC(=O)[C@H](COCc2ccccc2)NC(=O)C/C=C\[C@H]1C. The result is 0 (non-inhibitor). (5) The drug is O=C(O)CS(=O)c1ccc2c3c(cccc13)C(=O)c1ccccc1-2. The result is 1 (inhibitor). (6) The molecule is C[C@H]1/C=C\C=C/C=C\C=C/C=C\C=C/C=C\[C@@H](O[C@H]2O[C@@H](C)[C@@H](O)[C@@H](N)[C@@H]2O)C[C@@H]2O[C@](O)(C[C@@H](O)C[C@@H](O)[C@@H](O)CC[C@@H](O)C[C@@H](O)CC(=O)O[C@@H](C)[C@@H](C)[C@H]1O)C[C@@H](O)[C@H]2C(=O)O. The result is 0 (non-inhibitor). (7) The drug is COC(=O)Sc1nnc(-c2ccc(Br)cc2)o1. The result is 1 (inhibitor).